Dataset: Full USPTO retrosynthesis dataset with 1.9M reactions from patents (1976-2016). Task: Predict the reactants needed to synthesize the given product. Given the product [Cl:1][C:2]1[CH:3]=[C:4]2[NH:38][C:37]([O:47][C@@H:48]3[CH2:49][C@H:50]([OH:51])[C@@H:55]([CH2:54][OH:53])[O:56][CH2:57]3)=[N:36][C:5]2=[N:6][C:7]=1[C:8]1[CH:13]=[CH:12][C:11]([C:14]2[CH:15]=[CH:16][C:17]([C:20]([N:22]3[CH2:26][CH2:25][C@@H:24]([OH:27])[CH2:23]3)=[O:21])=[CH:18][CH:19]=2)=[CH:10][CH:9]=1, predict the reactants needed to synthesize it. The reactants are: [Cl:1][C:2]1[CH:3]=[C:4]2[N:38](COCC[Si](C)(C)C)[C:37]([O:47][C@H:48]3[CH2:57][O:56][C@H:55]4[C@@H:50]([O:51]C(C5C=CC=CC=5)[O:53][CH2:54]4)[CH2:49]3)=[N:36][C:5]2=[N:6][C:7]=1[C:8]1[CH:13]=[CH:12][C:11]([C:14]2[CH:19]=[CH:18][C:17]([C:20]([N:22]3[CH2:26][CH2:25][C@@H:24]([O:27]COCC[Si](C)(C)C)[CH2:23]3)=[O:21])=[CH:16][CH:15]=2)=[CH:10][CH:9]=1.C(O)=O.S([O-])(O)(=O)=O.[K+].[OH-].[Na+].